From a dataset of CYP3A4 substrate classification data from Carbon-Mangels et al.. Regression/Classification. Given a drug SMILES string, predict its absorption, distribution, metabolism, or excretion properties. Task type varies by dataset: regression for continuous measurements (e.g., permeability, clearance, half-life) or binary classification for categorical outcomes (e.g., BBB penetration, CYP inhibition). Dataset: cyp3a4_substrate_carbonmangels. (1) The compound is O=c1ccc2ccccc2o1. The result is 0 (non-substrate). (2) The drug is Cc1ccccc1. The result is 0 (non-substrate). (3) The molecule is O=NN(CCCl)C(=O)NC1CCCCC1. The result is 0 (non-substrate). (4) The compound is CCOc1ccc2c3c1O[C@H]1[C@@H](O)C=C[C@H]4[C@@H](C2)N(C)CC[C@]314. The result is 1 (substrate).